From a dataset of Full USPTO retrosynthesis dataset with 1.9M reactions from patents (1976-2016). Predict the reactants needed to synthesize the given product. (1) The reactants are: [CH3:1][O:2][C:3]1[CH:4]=[C:5]([CH2:24][C:25]([O:27][CH2:28][CH3:29])=[O:26])[CH:6]=[CH:7][C:8]=1[O:9][C:10]1[C:11]([N+:21]([O-])=O)=[C:12]2[C:17](=[CH:18][CH:19]=1)[NH:16][C:15](=[O:20])[CH:14]=[CH:13]2. Given the product [NH2:21][C:11]1[C:10]([O:9][C:8]2[CH:7]=[CH:6][C:5]([CH2:24][C:25]([O:27][CH2:28][CH3:29])=[O:26])=[CH:4][C:3]=2[O:2][CH3:1])=[CH:19][CH:18]=[C:17]2[C:12]=1[CH:13]=[CH:14][C:15](=[O:20])[NH:16]2, predict the reactants needed to synthesize it. (2) Given the product [CH3:33][S:30]([C:28]1[CH:29]=[C:24]([S:21]([NH:20][CH:19]2[C:13]3[CH:12]=[CH:11][CH:10]=[C:9]([O:8][CH2:7][C:6]([OH:38])=[O:5])[C:14]=3[CH2:15][CH2:16][CH2:17][CH2:18]2)(=[O:22])=[O:23])[CH:25]=[C:26]([S:34]([CH3:37])(=[O:36])=[O:35])[CH:27]=1)(=[O:31])=[O:32], predict the reactants needed to synthesize it. The reactants are: C([O:5][C:6](=[O:38])[CH2:7][O:8][C:9]1[C:14]2[CH2:15][CH2:16][CH2:17][CH2:18][CH:19]([NH:20][S:21]([C:24]3[CH:29]=[C:28]([S:30]([CH3:33])(=[O:32])=[O:31])[CH:27]=[C:26]([S:34]([CH3:37])(=[O:36])=[O:35])[CH:25]=3)(=[O:23])=[O:22])[C:13]=2[CH:12]=[CH:11][CH:10]=1)(C)(C)C.[OH-].[Na+]. (3) Given the product [CH3:18][C:5]([N:7]1[CH:11]=[C:10]([C:12]2[CH:13]=[N:14][CH:15]=[CH:16][CH:17]=2)[N:9]=[CH:8]1)([CH3:6])[CH:4]=[O:3], predict the reactants needed to synthesize it. The reactants are: C([O:3][C:4](=O)[C:5]([CH3:18])([N:7]1[CH:11]=[C:10]([C:12]2[CH:13]=[N:14][CH:15]=[CH:16][CH:17]=2)[N:9]=[CH:8]1)[CH3:6])C.[H-].C([Al+]CC(C)C)C(C)C.CO.C(OCC)(=O)C. (4) Given the product [Cl:1][C:2]1[CH:3]=[C:4]2[C:5](=[CH:6][C:7]=1[Cl:8])[C:11](=[O:13])[CH2:10][CH2:9]2, predict the reactants needed to synthesize it. The reactants are: [Cl:1][C:2]1[CH:3]=[C:4]([CH2:9][CH2:10][C:11]([OH:13])=O)[CH:5]=[CH:6][C:7]=1[Cl:8]. (5) Given the product [CH:32]1([C:35]2[N:40]=[C:39]([NH:41][C:24]([N:13]3[C@@H:14]4[CH2:18][N:17]([CH2:16][CH2:15]4)[C:11]4[CH:10]=[CH:9][C:8]([C:6]5[CH:5]=[CH:4][N:3]=[C:2]([CH3:1])[CH:7]=5)=[N:19][C:12]3=4)=[O:30])[CH:38]=[N:37][CH:36]=2)[CH2:34][CH2:33]1, predict the reactants needed to synthesize it. The reactants are: [CH3:1][C:2]1[CH:7]=[C:6]([C:8]2[CH:9]=[CH:10][C:11]3[N:17]4[CH2:18][CH:14]([CH2:15][CH2:16]4)[NH:13][C:12]=3[N:19]=2)[CH:5]=[CH:4][N:3]=1.ClC(Cl)(O[C:24](=[O:30])OC(Cl)(Cl)Cl)Cl.[CH:32]1([C:35]2[N:40]=[C:39]([NH2:41])[CH:38]=[N:37][CH:36]=2)[CH2:34][CH2:33]1.CCN(CC)CC. (6) Given the product [Br:3][C:4]1[CH:9]=[CH:8][C:7]([N:10]2[C:21]3[C:13](=[C:14]4[N:18]([C:19](=[O:22])[CH:20]=3)[CH2:17][CH2:16][CH2:15]4)[N:12]([S:28]([CH:25]3[CH2:27][CH2:26]3)(=[O:30])=[O:29])[C:11]2=[O:23])=[C:6]([F:24])[CH:5]=1, predict the reactants needed to synthesize it. The reactants are: [H-].[Na+].[Br:3][C:4]1[CH:9]=[CH:8][C:7]([N:10]2[C:21]3[C:13](=[C:14]4[N:18]([C:19](=[O:22])[CH:20]=3)[CH2:17][CH2:16][CH2:15]4)[NH:12][C:11]2=[O:23])=[C:6]([F:24])[CH:5]=1.[CH:25]1([S:28](Cl)(=[O:30])=[O:29])[CH2:27][CH2:26]1. (7) Given the product [F:15][CH:3]([F:2])[C:4]1[CH:9]=[CH:8][N:7]=[C:6]([C:10](=[O:12])[CH3:11])[N:5]=1, predict the reactants needed to synthesize it. The reactants are: Cl.[F:2][CH:3]([F:15])[C:4]1[CH:9]=[CH:8][N:7]=[C:6]([C:10]([O:12]CC)=[CH2:11])[N:5]=1.C(=O)([O-])O.[Na+].[Cl-].[Na+].